From a dataset of Reaction yield outcomes from USPTO patents with 853,638 reactions. Predict the reaction yield, written as a fraction of the theoretical maximum amount of product (1.0 means a 100% yield; for example, 0.34 means a 34% yield). (1) The reactants are C([N:8]1[CH2:12][CH:11]([CH3:13])[C:10]([CH2:26][C:27]([O:29][C:30]([CH3:33])([CH3:32])[CH3:31])=[O:28])([C:14]([O:16][CH2:17][C:18]2[CH:23]=[CH:22][C:21]([O:24][CH3:25])=[CH:20][CH:19]=2)=[O:15])[CH2:9]1)C1C=CC=CC=1.Cl[C:35]([O:37][CH2:38][C:39]1[CH:44]=[CH:43][CH:42]=[CH:41][CH:40]=1)=[O:36]. The catalyst is ClCCl. The product is [C:30]([O:29][C:27](=[O:28])[CH2:26][C:10]1([C:14]([O:16][CH2:17][C:18]2[CH:19]=[CH:20][C:21]([O:24][CH3:25])=[CH:22][CH:23]=2)=[O:15])[CH:11]([CH3:13])[CH2:12][N:8]([C:35]([O:37][CH2:38][C:39]2[CH:44]=[CH:43][CH:42]=[CH:41][CH:40]=2)=[O:36])[CH2:9]1)([CH3:33])([CH3:31])[CH3:32]. The yield is 0.653. (2) The reactants are Br[C:2]1[N:7]2[CH:8]=[C:9]([C:11]([O:13][CH2:14][CH3:15])=[O:12])[N:10]=[C:6]2[CH:5]=[CH:4][CH:3]=1.C([O-])(O)=O.[Na+].CO.[C:23]1(B(O)O)[CH:28]=[CH:27][CH:26]=[CH:25][CH:24]=1. The catalyst is C1(C)C=CC=CC=1.O.C1C=CC([P]([Pd]([P](C2C=CC=CC=2)(C2C=CC=CC=2)C2C=CC=CC=2)([P](C2C=CC=CC=2)(C2C=CC=CC=2)C2C=CC=CC=2)[P](C2C=CC=CC=2)(C2C=CC=CC=2)C2C=CC=CC=2)(C2C=CC=CC=2)C2C=CC=CC=2)=CC=1. The product is [C:23]1([C:2]2[N:7]3[CH:8]=[C:9]([C:11]([O:13][CH2:14][CH3:15])=[O:12])[N:10]=[C:6]3[CH:5]=[CH:4][CH:3]=2)[CH:28]=[CH:27][CH:26]=[CH:25][CH:24]=1. The yield is 0.950. (3) The reactants are [Br:1][C:2]1[CH:3]=[C:4]2[C:9](=[CH:10][CH:11]=1)[N:8]=[C:7]([CH2:12][CH:13]([CH3:15])[CH3:14])[C:6]([C:16](OC)=[O:17])=[C:5]2[C:20]1[CH:25]=[CH:24][CH:23]=[CH:22][CH:21]=1.[H-].C([Al+]CC(C)C)C(C)C.S([O-])([O-])(=O)=O.[Na+].[Na+]. The catalyst is C1(C)C=CC=CC=1.O. The product is [Br:1][C:2]1[CH:3]=[C:4]2[C:9](=[CH:10][CH:11]=1)[N:8]=[C:7]([CH2:12][CH:13]([CH3:15])[CH3:14])[C:6]([CH2:16][OH:17])=[C:5]2[C:20]1[CH:25]=[CH:24][CH:23]=[CH:22][CH:21]=1. The yield is 0.570. (4) The reactants are FC(F)(F)C(O)=O.[C:8]([NH:12][C:13]1[CH:14]=[C:15]([C:19]2[C:24]([Cl:25])=[CH:23][N:22]=[C:21]([NH:26][C:27]3[CH:28]=[C:29]([N:33]4[CH2:38][CH2:37][N:36](C(OC(C)(C)C)=O)[CH2:35][CH2:34]4)[CH:30]=[CH:31][CH:32]=3)[N:20]=2)[CH:16]=[CH:17][CH:18]=1)(=[O:11])[CH:9]=[CH2:10]. The catalyst is C(Cl)Cl. The product is [Cl:25][C:24]1[C:19]([C:15]2[CH:14]=[C:13]([NH:12][C:8](=[O:11])[CH:9]=[CH2:10])[CH:18]=[CH:17][CH:16]=2)=[N:20][C:21]([NH:26][C:27]2[CH:32]=[CH:31][CH:30]=[C:29]([N:33]3[CH2:38][CH2:37][NH:36][CH2:35][CH2:34]3)[CH:28]=2)=[N:22][CH:23]=1. The yield is 0.603.